From a dataset of Forward reaction prediction with 1.9M reactions from USPTO patents (1976-2016). Predict the product of the given reaction. (1) Given the reactants [CH2:1]([N:8]1[C:16]2[N:15]=[C:14](Cl)[N:13]([CH2:18][C:19]3[CH:24]=[CH:23][C:22]([Cl:25])=[CH:21][CH:20]=3)[C:12]=2[C:11](=[O:26])[N:10]([CH3:27])[C:9]1=[O:28])[C:2]1[CH:7]=[CH:6][CH:5]=[CH:4][CH:3]=1.[F:29][C:30]([F:39])([F:38])[C:31]1[CH:32]=[C:33]([OH:37])[CH:34]=[CH:35][CH:36]=1.C(=O)([O-])[O-].[K+].[K+], predict the reaction product. The product is: [CH2:1]([N:8]1[C:16]2[N:15]=[C:14]([O:37][C:33]3[CH:34]=[CH:35][CH:36]=[C:31]([C:30]([F:38])([F:39])[F:29])[CH:32]=3)[N:13]([CH2:18][C:19]3[CH:20]=[CH:21][C:22]([Cl:25])=[CH:23][CH:24]=3)[C:12]=2[C:11](=[O:26])[N:10]([CH3:27])[C:9]1=[O:28])[C:2]1[CH:7]=[CH:6][CH:5]=[CH:4][CH:3]=1. (2) Given the reactants NC1C=CNN=1.O/[CH:8]=[C:9]1\[C:10](=[O:18])[NH:11][C:12]2[C:17]\1=[CH:16][CH:15]=[CH:14][CH:13]=2.[CH3:19][N:20]([CH3:38])[CH2:21][CH2:22][CH2:23][O:24][C:25]1[CH:37]=[CH:36][C:28]([CH2:29][C:30]2[CH:31]=[C:32]([NH2:35])[NH:33][N:34]=2)=[CH:27][CH:26]=1, predict the reaction product. The product is: [CH3:38][N:20]([CH3:19])[CH2:21][CH2:22][CH2:23][O:24][C:25]1[CH:37]=[CH:36][C:28]([CH2:29][C:30]2[CH:31]=[C:32]([NH:35][CH:8]=[C:9]3[C:17]4[C:12](=[CH:13][CH:14]=[CH:15][CH:16]=4)[NH:11][C:10]3=[O:18])[NH:33][N:34]=2)=[CH:27][CH:26]=1. (3) The product is: [Cl:1][C:2]1[N:7]=[N:6][C:5]([NH:8][CH3:24])=[C:4]([C:9]2[C:10]([O:15][CH3:16])=[N:11][CH:12]=[CH:13][CH:14]=2)[CH:3]=1. Given the reactants [Cl:1][C:2]1[N:7]=[N:6][C:5]([NH2:8])=[C:4]([C:9]2[C:10]([O:15][CH3:16])=[N:11][CH:12]=[CH:13][CH:14]=2)[CH:3]=1.[BH4-].[Na+].S(=O)(=O)(O)O.[C:24](=O)(O)[O-].[Na+], predict the reaction product.